From a dataset of Full USPTO retrosynthesis dataset with 1.9M reactions from patents (1976-2016). Predict the reactants needed to synthesize the given product. Given the product [CH2:1]([O:3][C:4]1[CH:13]=[C:12]([O:14][CH:15]2[CH2:32][CH:31]3[CH:17]([C:18](=[O:38])[N:19]([CH3:37])[CH2:20][CH2:21][CH2:22][CH2:23][CH:24]=[CH:25][CH:26]4[C:28]([C:34]([NH:77][S:78]([CH:81]5[CH2:83][CH2:82]5)(=[O:80])=[O:79])=[O:36])([NH:29][C:30]3=[O:33])[CH2:27]4)[CH2:16]2)[C:11]2[CH:10]=[CH:9][C:8]3[O:39][CH2:40][O:41][C:7]=3[C:6]=2[N:5]=1)[CH3:2], predict the reactants needed to synthesize it. The reactants are: [CH2:1]([O:3][C:4]1[CH:13]=[C:12]([O:14][CH:15]2[CH2:32][CH:31]3[CH:17]([C:18](=[O:38])[N:19]([CH3:37])[CH2:20][CH2:21][CH2:22][CH2:23][CH:24]=[CH:25][CH:26]4[C:28]([C:34]([OH:36])=O)([NH:29][C:30]3=[O:33])[CH2:27]4)[CH2:16]2)[C:11]2[CH:10]=[CH:9][C:8]3[O:39][CH2:40][O:41][C:7]=3[C:6]=2[N:5]=1)[CH3:2].C(OC1C=C(OC2CC3C(C(=O)N(C)CCCCC=CC4C(C([NH:77][S:78]([CH:81]5[CH2:83][CH2:82]5)(=[O:80])=[O:79])=O)(NC3=O)C4)C2)C2C(=C(C)C(OC)=CC=2)N=1)C.